The task is: Binary Classification. Given a drug SMILES string, predict its activity (active/inactive) in a high-throughput screening assay against a specified biological target.. This data is from HIV replication inhibition screening data with 41,000+ compounds from the AIDS Antiviral Screen. The molecule is CSC12c3cc(C)n(-c4ccc(I)cc4)c3CC(C)(C)CN1C(=O)C2Oc1ccccc1. The result is 0 (inactive).